Dataset: Forward reaction prediction with 1.9M reactions from USPTO patents (1976-2016). Task: Predict the product of the given reaction. Given the reactants [P:1]([O:13][CH:14]([CH2:24][O:25][C:26]1[CH:31]=[C:30]([Cl:32])[C:29]([C:33]2[N:37]=[C:36]([C:38]3[N:39]=[C:40]4[C:45]([Cl:46])=[CH:44][C:43]([C:47]([F:50])([F:49])[F:48])=[CH:42][N:41]4[CH:51]=3)[O:35][N:34]=2)=[CH:28][C:27]=1[Cl:52])[CH2:15][O:16][Si](C(C)(C)C)(C)C)([O:8]C(C)(C)C)([O:3]C(C)(C)C)=[O:2], predict the reaction product. The product is: [P:1]([OH:8])([OH:3])([O:13][CH:14]([CH2:15][OH:16])[CH2:24][O:25][C:26]1[CH:31]=[C:30]([Cl:32])[C:29]([C:33]2[N:37]=[C:36]([C:38]3[N:39]=[C:40]4[C:45]([Cl:46])=[CH:44][C:43]([C:47]([F:50])([F:48])[F:49])=[CH:42][N:41]4[CH:51]=3)[O:35][N:34]=2)=[CH:28][C:27]=1[Cl:52])=[O:2].